Dataset: Forward reaction prediction with 1.9M reactions from USPTO patents (1976-2016). Task: Predict the product of the given reaction. Given the reactants [O:1]1[CH2:5][CH2:4][O:3][CH:2]1[C:6]1[CH:18]=[C:9]2[C:10]([CH2:16][OH:17])=[CH:11][CH:12]=[C:13]([O:14][CH3:15])[N:8]2[N:7]=1, predict the reaction product. The product is: [O:3]1[CH2:4][CH2:5][O:1][CH:2]1[C:6]1[CH:18]=[C:9]2[C:10]([CH:16]=[O:17])=[CH:11][CH:12]=[C:13]([O:14][CH3:15])[N:8]2[N:7]=1.